This data is from Reaction yield outcomes from USPTO patents with 853,638 reactions. The task is: Predict the reaction yield, written as a fraction of the theoretical maximum amount of product (1.0 means a 100% yield; for example, 0.34 means a 34% yield). (1) The reactants are [Br:1][C:2]1[CH:9]=[CH:8][C:5]([CH:6]=[O:7])=[CH:4][N:3]=1.[CH2:10](O)[CH2:11][CH2:12][OH:13].O. The catalyst is C1(C)C=CC=CC=1.C12(CS(O)(=O)=O)C(C)(C)C(CC1)CC2=O. The product is [Br:1][C:2]1[CH:9]=[CH:8][C:5]([CH:6]2[O:13][CH2:12][CH2:11][CH2:10][O:7]2)=[CH:4][N:3]=1. The yield is 0.870. (2) The yield is 0.320. The product is [CH3:1][C:2]1[N:7]=[C:6]2[S:8][C:9]3[CH2:14][CH2:13][CH2:12][CH2:11][C:10]=3[C:5]2=[C:4]([C:15]2[O:16][C:17]3[CH:23]=[CH:22][CH:21]=[CH:20][C:18]=3[CH:19]=2)[C:3]=1[CH:24]([CH2:29][CH2:30][CH3:31])[C:25]([OH:27])=[O:26]. The catalyst is CO. The reactants are [CH3:1][C:2]1[N:7]=[C:6]2[S:8][C:9]3[CH2:14][CH2:13][CH2:12][CH2:11][C:10]=3[C:5]2=[C:4]([C:15]2[O:16][C:17]3[CH:23]=[CH:22][CH:21]=[CH:20][C:18]=3[CH:19]=2)[C:3]=1[CH:24]([CH2:29][CH2:30][CH3:31])[C:25]([O:27]C)=[O:26].[OH-].[Na+]. (3) The reactants are [C:1]([O:5][C:6]([N:8]1[CH2:11][CH:10]([O:12][C:13]2[C:14]3[CH2:22][NH:21][CH2:20][CH2:19][C:15]=3[N:16]=[CH:17][N:18]=2)[CH2:9]1)=[O:7])([CH3:4])([CH3:3])[CH3:2].Br[C:24]1[CH:25]=[C:26]([C:32]([F:35])([F:34])[F:33])[C:27]([O:30][CH3:31])=[N:28][CH:29]=1.[C:36](=[O:39])([O-])[O-:37].[Cs+].[Cs+].CC(C1C=C(C(C)C)C(C2C=CC=CC=2P(C2CCCCC2)C2CCCCC2)=C(C(C)C)C=1)C. The catalyst is C1C=CC(/C=C/C(/C=C/C2C=CC=CC=2)=O)=CC=1.C1C=CC(/C=C/C(/C=C/C2C=CC=CC=2)=O)=CC=1.C1C=CC(/C=C/C(/C=C/C2C=CC=CC=2)=O)=CC=1.[Pd].[Pd].O1CCOCC1. The product is [F:33][C:32]([F:35])([F:34])[C:36]([OH:37])=[O:39].[C:1]([O:5][C:6]([N:8]1[CH2:11][CH:10]([O:12][C:13]2[C:14]3[CH2:22][N:21]([C:24]4[CH:29]=[N:28][C:27]([O:30][CH3:31])=[C:26]([C:32]([F:35])([F:34])[F:33])[CH:25]=4)[CH2:20][CH2:19][C:15]=3[N:16]=[CH:17][N:18]=2)[CH2:9]1)=[O:7])([CH3:4])([CH3:2])[CH3:3]. The yield is 0.870. (4) The reactants are S([CH2:11][CH:12]([CH2:20][CH:21]([CH3:23])[CH3:22])[C:13](=[CH2:19])[CH2:14][Si:15]([CH3:18])([CH3:17])[CH3:16])(C1C=CC(C)=CC=1)(=O)=O.C([O-])([O-])=O.[Na+].[Na+].CN(C=O)C.[CH3:35][O:36][C:37]1[CH:38]=[C:39]2[C:44](=[CH:45][C:46]=1[O:47][CH3:48])[CH2:43][NH:42][CH2:41][CH2:40]2. The catalyst is O. The product is [CH3:35][O:36][C:37]1[CH:38]=[C:39]2[C:44](=[CH:45][C:46]=1[O:47][CH3:48])[CH2:43][N:42]([CH2:11][CH:12]([C:13]([CH2:14][Si:15]([CH3:16])([CH3:18])[CH3:17])=[CH2:19])[CH2:20][CH:21]([CH3:22])[CH3:23])[CH2:41][CH2:40]2. The yield is 0.750. (5) The reactants are [CH3:1][N:2]([CH3:12])[C:3]1[N:8]=[CH:7][C:6](B(O)O)=[CH:5][CH:4]=1.Br[C:14]1[CH:15]=[C:16]2[C:20](=[C:21]([C:23]([NH2:25])=[O:24])[CH:22]=1)[NH:19][CH:18]=[C:17]2[CH:26]1[CH2:31][CH2:30][S:29](=[O:33])(=[O:32])[CH2:28][CH2:27]1.C(=O)([O-])[O-].[K+].[K+]. The catalyst is O1CCOCC1.O. The product is [CH3:1][N:2]([CH3:12])[C:3]1[N:8]=[CH:7][C:6]([C:14]2[CH:15]=[C:16]3[C:20](=[C:21]([C:23]([NH2:25])=[O:24])[CH:22]=2)[NH:19][CH:18]=[C:17]3[CH:26]2[CH2:27][CH2:28][S:29](=[O:32])(=[O:33])[CH2:30][CH2:31]2)=[CH:5][CH:4]=1. The yield is 0.348.